From a dataset of Full USPTO retrosynthesis dataset with 1.9M reactions from patents (1976-2016). Predict the reactants needed to synthesize the given product. (1) Given the product [O:1]=[C:2]([CH3:13])[CH2:3][NH:4][C:5](=[O:12])[C:6]1[CH:11]=[CH:10][CH:9]=[CH:8][CH:7]=1, predict the reactants needed to synthesize it. The reactants are: [OH:1][CH:2]([CH3:13])[CH2:3][NH:4][C:5](=[O:12])[C:6]1[CH:11]=[CH:10][CH:9]=[CH:8][CH:7]=1.C[N+]1([O-])CCOCC1. (2) Given the product [C:5]([O:9][C:10]([C:3]#[C:2][CH2:1][NH2:4])=[O:11])([CH3:8])([CH3:7])[CH3:6], predict the reactants needed to synthesize it. The reactants are: [CH2:1]([NH2:4])[C:2]#[CH:3].[C:5]([O:9][C:10](O[C:10]([O:9][C:5]([CH3:8])([CH3:7])[CH3:6])=[O:11])=[O:11])([CH3:8])([CH3:7])[CH3:6]. (3) Given the product [C:8]1([CH:2]([N:16]2[CH2:17][CH2:19][CH2:22][CH2:20]2)[C:3]([O:5][CH2:6][CH3:7])=[O:4])[CH:13]=[CH:12][CH:11]=[CH:10][CH:9]=1, predict the reactants needed to synthesize it. The reactants are: Br[CH:2]([C:8]1[CH:13]=[CH:12][CH:11]=[CH:10][CH:9]=1)[C:3]([O:5][CH2:6][CH3:7])=[O:4].CC[N:16]([CH:20]([CH3:22])C)[CH:17]([CH3:19])C.N1CCCC1. (4) Given the product [CH3:28][NH:30][C:2]1[N:7]=[C:6]([N:8]2[CH2:13][CH2:12][CH:11]([C:14]([NH:16][CH2:17][C:18]3[CH:23]=[CH:22][CH:21]=[CH:20][C:19]=3[C:24]([F:27])([F:26])[F:25])=[O:15])[CH2:10][CH2:9]2)[CH:5]=[CH:4][N:3]=1, predict the reactants needed to synthesize it. The reactants are: Cl[C:2]1[N:7]=[C:6]([N:8]2[CH2:13][CH2:12][CH:11]([C:14]([NH:16][CH2:17][C:18]3[CH:23]=[CH:22][CH:21]=[CH:20][C:19]=3[C:24]([F:27])([F:26])[F:25])=[O:15])[CH2:10][CH2:9]2)[CH:5]=[CH:4][N:3]=1.[CH2:28]([N:30](CC)CC)C.CN. (5) Given the product [F:1][C:2]1[CH:7]=[C:6]([CH3:8])[CH:5]=[C:4]([NH:9][CH:10]2[CH2:15][CH2:14][N:13]([C@H:16]3[CH2:21][CH2:20][C@H:19]([O:22][CH2:23][CH3:24])[CH2:18][CH2:17]3)[CH2:12][CH2:11]2)[C:3]=1[NH2:25], predict the reactants needed to synthesize it. The reactants are: [F:1][C:2]1[C:3]([N+:25]([O-])=O)=[C:4]([NH:9][CH:10]2[CH2:15][CH2:14][N:13]([C@H:16]3[CH2:21][CH2:20][C@H:19]([O:22][CH2:23][CH3:24])[CH2:18][CH2:17]3)[CH2:12][CH2:11]2)[CH:5]=[C:6]([CH3:8])[CH:7]=1.O.NN. (6) Given the product [Br:14][C:15]1[CH:16]=[C:17]([CH:21]=[C:22]([Br:26])[C:23]=1[O:24][CH3:25])[C:18]([N:4]1[C:5](=[O:7])[CH2:6][O:1][C:2]2[CH:11]=[CH:10][N:9]=[CH:8][C:3]1=2)=[O:19], predict the reactants needed to synthesize it. The reactants are: [O:1]1[CH2:6][C:5](=[O:7])[NH:4][C:3]2[CH:8]=[N:9][CH:10]=[CH:11][C:2]1=2.[H-].[Na+].[Br:14][C:15]1[CH:16]=[C:17]([CH:21]=[C:22]([Br:26])[C:23]=1[O:24][CH3:25])[C:18](Cl)=[O:19].